Dataset: Peptide-MHC class II binding affinity with 134,281 pairs from IEDB. Task: Regression. Given a peptide amino acid sequence and an MHC pseudo amino acid sequence, predict their binding affinity value. This is MHC class II binding data. (1) The peptide sequence is TASKLLEDRVGLNHI. The MHC is DRB1_0701 with pseudo-sequence DRB1_0701. The binding affinity (normalized) is 0.560. (2) The peptide sequence is PSPSMGRDIKVQFQS. The MHC is HLA-DPA10301-DPB10402 with pseudo-sequence HLA-DPA10301-DPB10402. The binding affinity (normalized) is 0.224. (3) The peptide sequence is QKQITKIQNFRVYYR. The MHC is DRB5_0101 with pseudo-sequence DRB5_0101. The binding affinity (normalized) is 0.595. (4) The peptide sequence is SYVHVNGAKFIDTQN. The MHC is HLA-DQA10101-DQB10501 with pseudo-sequence HLA-DQA10101-DQB10501. The binding affinity (normalized) is 0.0538. (5) The peptide sequence is AALPAVGAAAGAPAA. The MHC is DRB5_0101 with pseudo-sequence DRB5_0101. The binding affinity (normalized) is 0.171. (6) The peptide sequence is IDVWLGGLAENFLPY. The MHC is DRB1_0301 with pseudo-sequence DRB1_0301. The binding affinity (normalized) is 0.